From a dataset of Reaction yield outcomes from USPTO patents with 853,638 reactions. Predict the reaction yield, written as a fraction of the theoretical maximum amount of product (1.0 means a 100% yield; for example, 0.34 means a 34% yield). (1) The reactants are [Cl:1][C:2]1[CH:7]=[CH:6][C:5]([CH:8]([C:10]2[CH:15]=[CH:14][C:13]([Cl:16])=[CH:12][C:11]=2[CH3:17])O)=[C:4]([CH3:18])[CH:3]=1.S(Cl)(Cl)=O.[N:23]1([C:29]([O:31][C:32]([CH3:35])([CH3:34])[CH3:33])=[O:30])[CH2:28][CH2:27][NH:26][CH2:25][CH2:24]1.C([O-])([O-])=O.[K+].[K+]. The catalyst is [Cl-].[Na+].O.C(#N)C.C(Cl)Cl. The product is [Cl:1][C:2]1[CH:7]=[CH:6][C:5]([CH:8]([C:10]2[CH:15]=[CH:14][C:13]([Cl:16])=[CH:12][C:11]=2[CH3:17])[N:26]2[CH2:25][CH2:24][N:23]([C:29]([O:31][C:32]([CH3:35])([CH3:34])[CH3:33])=[O:30])[CH2:28][CH2:27]2)=[C:4]([CH3:18])[CH:3]=1. The yield is 0.570. (2) The reactants are [CH3:1][O:2][C:3]1[CH:8]=[C:7]([O:9][CH3:10])[N:6]=[C:5]([CH:11]([S:22][CH3:23])[C:12]2[C:17]([NH2:18])=[C:16]([O:19][CH3:20])[C:15]([F:21])=[CH:14][CH:13]=2)[N:4]=1.[F:24][CH:25]([F:30])[S:26](Cl)(=[O:28])=[O:27].N1C=CC=CC=1.[NH4+].[Cl-]. The catalyst is ClCCl. The product is [CH3:1][O:2][C:3]1[CH:8]=[C:7]([O:9][CH3:10])[N:6]=[C:5]([CH:11]([S:22][CH3:23])[C:12]2[C:17]([NH:18][S:26]([CH:25]([F:30])[F:24])(=[O:28])=[O:27])=[C:16]([O:19][CH3:20])[C:15]([F:21])=[CH:14][CH:13]=2)[N:4]=1. The yield is 0.270. (3) The reactants are [N+:1]([C:4]1[C:5](=O)[CH:6]=[C:7]([C:10]([CH3:16])([CH3:15])[C:11]([F:14])([F:13])[F:12])[NH:8][CH:9]=1)([O-:3])=[O:2].P(Br)(Br)([Br:20])=O.C([O-])(O)=O.[Na+]. The catalyst is ClCCCl. The product is [Br:20][C:5]1[C:4]([N+:1]([O-:3])=[O:2])=[CH:9][N:8]=[C:7]([C:10]([CH3:16])([CH3:15])[C:11]([F:14])([F:13])[F:12])[CH:6]=1. The yield is 0.240.